From a dataset of Full USPTO retrosynthesis dataset with 1.9M reactions from patents (1976-2016). Predict the reactants needed to synthesize the given product. (1) Given the product [C:1]([C:5]1[C:6]([OH:24])=[C:7]([C:21]([OH:23])=[O:22])[C:8]([CH3:20])=[C:9]([C:11]2[CH:16]=[CH:15][C:14]([OH:17])=[CH:13][C:12]=2[CH3:19])[CH:10]=1)([CH3:4])([CH3:2])[CH3:3], predict the reactants needed to synthesize it. The reactants are: [C:1]([C:5]1[C:6]([OH:24])=[C:7]([C:21]([OH:23])=[O:22])[C:8]([CH3:20])=[C:9]([C:11]2[CH:16]=[CH:15][C:14]([O:17]C)=[CH:13][C:12]=2[CH3:19])[CH:10]=1)([CH3:4])([CH3:3])[CH3:2].C(C1C(OC)=C(C(OC)=O)C(C)=C(C2C=CC(OC)=CC=2C)C=1)(C)(C)C.B(Cl)(Cl)Cl. (2) Given the product [C:1]([C:5]1[CH:6]=[C:7]([NH:17][C:18]([NH:20][C@@H:21]2[C:30]3[C:25](=[CH:26][CH:27]=[CH:28][CH:29]=3)[C@H:24]([O:31][C:32]3[CH:33]=[CH:34][C:35]4[N:36]([C:38]([N:41]5[CH2:45][CH2:44][CH2:43][C@H:42]5[CH2:46][OH:47])=[N:39][N:40]=4)[CH:37]=3)[CH2:23][CH2:22]2)=[O:19])[N:8]([C:10]2[CH:15]=[CH:14][C:13]([CH3:16])=[CH:12][CH:11]=2)[N:9]=1)([CH3:4])([CH3:2])[CH3:3], predict the reactants needed to synthesize it. The reactants are: [C:1]([C:5]1[CH:6]=[C:7]([NH:17][C:18]([NH:20][C@@H:21]2[C:30]3[C:25](=[CH:26][CH:27]=[CH:28][CH:29]=3)[C@H:24]([O:31][C:32]3[CH:33]=[CH:34][C:35]4[N:36]([C:38]([N:41]5[CH2:45][CH2:44][CH2:43][C@H:42]5[CH2:46][O:47][Si](C(C)C)(C(C)C)C(C)C)=[N:39][N:40]=4)[CH:37]=3)[CH2:23][CH2:22]2)=[O:19])[N:8]([C:10]2[CH:15]=[CH:14][C:13]([CH3:16])=[CH:12][CH:11]=2)[N:9]=1)([CH3:4])([CH3:3])[CH3:2].CCCC[N+](CCCC)(CCCC)CCCC.[F-]. (3) Given the product [CH2:3]([O:6][C:11]1[CH:12]=[CH:13][C:8]([Br:7])=[CH:9][C:10]=1[N+:15]([O-:17])=[O:16])[CH:4]=[CH2:5], predict the reactants needed to synthesize it. The reactants are: [H-].[Na+].[CH2:3]([OH:6])[CH:4]=[CH2:5].[Br:7][C:8]1[CH:13]=[CH:12][C:11](F)=[C:10]([N+:15]([O-:17])=[O:16])[CH:9]=1.